This data is from Reaction yield outcomes from USPTO patents with 853,638 reactions. The task is: Predict the reaction yield, written as a fraction of the theoretical maximum amount of product (1.0 means a 100% yield; for example, 0.34 means a 34% yield). The reactants are [C:1]([O:5][C:6]([N:8]1[C@@H:12]([CH2:13][CH2:14][C:15]2[CH:16]=[N:17][C:18](Cl)=[CH:19][CH:20]=2)[CH2:11][O:10][C:9]1([CH3:23])[CH3:22])=[O:7])([CH3:4])([CH3:3])[CH3:2].[Cl:24][C:25]1[CH:26]=[N:27][C:28]([NH2:31])=[N:29][CH:30]=1.C(=O)([O-])[O-].[Cs+].[Cs+]. The catalyst is O1CCOCC1. The product is [C:1]([O:5][C:6]([N:8]1[C@@H:12]([CH2:13][CH2:14][C:15]2[CH:16]=[N:17][C:18]([NH:31][C:28]3[N:29]=[CH:30][C:25]([Cl:24])=[CH:26][N:27]=3)=[CH:19][CH:20]=2)[CH2:11][O:10][C:9]1([CH3:23])[CH3:22])=[O:7])([CH3:4])([CH3:3])[CH3:2]. The yield is 0.350.